From a dataset of Reaction yield outcomes from USPTO patents with 853,638 reactions. Predict the reaction yield, written as a fraction of the theoretical maximum amount of product (1.0 means a 100% yield; for example, 0.34 means a 34% yield). (1) The reactants are [Cl:1][C:2]1[N:10]=[C:9]([Cl:11])[CH:8]=[CH:7][C:3]=1[C:4](Cl)=[O:5].[NH2:12][CH:13]1[CH:20]2[CH2:21][C:16]3([OH:23])[CH2:17][CH:18]([CH2:22][CH:14]1[CH2:15]3)[CH2:19]2.C(N(C(C)C)C(C)C)C. The catalyst is C(Cl)Cl.C1COCC1.CCOC(C)=O. The product is [Cl:1][C:2]1[N:10]=[C:9]([Cl:11])[CH:8]=[CH:7][C:3]=1[C:4]([NH:12][CH:13]1[CH:14]2[CH2:22][CH:18]3[CH2:17][C:16]([OH:23])([CH2:21][CH:20]1[CH2:19]3)[CH2:15]2)=[O:5]. The yield is 0.510. (2) The reactants are [C:1]([C:4]1[CH:9]=[CH:8][C:7]([S:10]([NH:13][C:14]2[CH:18]=[C:17]([CH3:19])[O:16][N:15]=2)(=[O:12])=[O:11])=[CH:6][CH:5]=1)(=[O:3])[CH3:2].[CH3:20][O:21][C:22]1[C:29]([C:30]2[S:31][CH:32]=[CH:33][CH:34]=2)=[CH:28][C:25]([CH:26]=O)=[C:24]([O:35][CH2:36][CH2:37][N:38]2[CH2:43][CH2:42][O:41][CH2:40][CH2:39]2)[CH:23]=1.C[O-].[Li+].[ClH:47]. The catalyst is CN(C)C=O.CO.O. The product is [ClH:47].[CH3:20][O:21][C:22]1[C:29]([C:30]2[S:31][CH:32]=[CH:33][CH:34]=2)=[CH:28][C:25](/[CH:26]=[CH:2]/[C:1]([C:4]2[CH:5]=[CH:6][C:7]([S:10]([NH:13][C:14]3[CH:18]=[C:17]([CH3:19])[O:16][N:15]=3)(=[O:11])=[O:12])=[CH:8][CH:9]=2)=[O:3])=[C:24]([O:35][CH2:36][CH2:37][N:38]2[CH2:39][CH2:40][O:41][CH2:42][CH2:43]2)[CH:23]=1. The yield is 0.880. (3) The reactants are [CH3:1][O:2][C:3]1[CH:4]=[C:5]2[C:9](=[CH:10][CH:11]=1)[NH:8][CH:7]=[C:6]2[CH:12]=[O:13].[CH3:14]C1(C=O)C2C(=CC=CC=2)NC1. No catalyst specified. The product is [CH3:1][O:2][C:3]1[CH:4]=[C:5]2[C:9](=[CH:10][CH:11]=1)[N:8]([CH3:14])[CH:7]=[C:6]2[CH:12]=[O:13]. The yield is 0.920. (4) The product is [Cl:21][C:22]1[CH:27]=[CH:26][C:25]([S:28][CH2:2][CH2:3][CH2:4][N:5]2[C:14]3[CH:13]=[CH:12][CH:11]=[C:10]([CH:15]=[O:19])[C:9]=3[CH2:8][CH2:7][C:6]2=[O:20])=[CH:24][CH:23]=1. The catalyst is C(OCC)(=O)C.O. The yield is 0.830. The reactants are Br[CH2:2][CH2:3][CH2:4][N:5]1[C:14]2[C:9](=[C:10]([CH:15]3[O:19]CCO3)[CH:11]=[CH:12][CH:13]=2)[CH2:8][CH2:7][C:6]1=[O:20].[Cl:21][C:22]1[CH:27]=[CH:26][C:25]([SH:28])=[CH:24][CH:23]=1.C(=O)([O-])[O-].[K+].[K+].C(#N)C.